This data is from Peptide-MHC class I binding affinity with 185,985 pairs from IEDB/IMGT. The task is: Regression. Given a peptide amino acid sequence and an MHC pseudo amino acid sequence, predict their binding affinity value. This is MHC class I binding data. (1) The peptide sequence is MPTYIRNTL. The MHC is HLA-A11:01 with pseudo-sequence HLA-A11:01. The binding affinity (normalized) is 0.00906. (2) The peptide sequence is TSKLNHHFP. The MHC is HLA-B48:01 with pseudo-sequence HLA-B48:01. The binding affinity (normalized) is 0.0847. (3) The peptide sequence is WLKHIEKNY. The MHC is HLA-A26:02 with pseudo-sequence HLA-A26:02. The binding affinity (normalized) is 0.0847. (4) The peptide sequence is YRHDGGNVL. The MHC is HLA-A02:03 with pseudo-sequence HLA-A02:03. The binding affinity (normalized) is 0.218.